The task is: Regression. Given two drug SMILES strings and cell line genomic features, predict the synergy score measuring deviation from expected non-interaction effect.. This data is from NCI-60 drug combinations with 297,098 pairs across 59 cell lines. Drug 1: C1=NC2=C(N1)C(=S)N=CN2. Drug 2: CS(=O)(=O)OCCCCOS(=O)(=O)C. Cell line: HCT-15. Synergy scores: CSS=20.3, Synergy_ZIP=-4.31, Synergy_Bliss=-2.54, Synergy_Loewe=-12.8, Synergy_HSA=-1.78.